From a dataset of Forward reaction prediction with 1.9M reactions from USPTO patents (1976-2016). Predict the product of the given reaction. (1) Given the reactants [F:1][C@H:2]1[C@@H:7]([OH:8])[CH2:6][CH2:5][N:4]([C:9]([O:11][C:12]([CH3:15])([CH3:14])[CH3:13])=[O:10])[CH2:3]1.CC(C)([O-])C.[K+].F[C:23]1[CH:30]=[CH:29][C:28]([C:31]2[N:36]=[C:35]([NH:37][C:38]3[CH:43]=[CH:42][C:41]([N:44]4[CH2:49][CH2:48][N:47]([CH:50]5[CH2:53][O:52][CH2:51]5)[C@@H:46]([CH3:54])[CH2:45]4)=[CH:40][CH:39]=3)[N:34]=[CH:33][N:32]=2)=[CH:27][C:24]=1[C:25]#[N:26].O, predict the reaction product. The product is: [C:25]([C:24]1[CH:27]=[C:28]([C:31]2[N:36]=[C:35]([NH:37][C:38]3[CH:43]=[CH:42][C:41]([N:44]4[CH2:49][CH2:48][N:47]([CH:50]5[CH2:51][O:52][CH2:53]5)[C@@H:46]([CH3:54])[CH2:45]4)=[CH:40][CH:39]=3)[N:34]=[CH:33][N:32]=2)[CH:29]=[CH:30][C:23]=1[O:8][C@H:7]1[CH2:6][CH2:5][N:4]([C:9]([O:11][C:12]([CH3:15])([CH3:14])[CH3:13])=[O:10])[CH2:3][C@H:2]1[F:1])#[N:26]. (2) Given the reactants [O:1]1[C:5]2[CH:6]=[CH:7][C:8]([C:10]3(O)[C:18]4[C:13](=[CH:14][CH:15]=[CH:16][CH:17]=4)[N:12]([CH2:19][C:20]4[CH:25]=[CH:24][C:23]([Cl:26])=[CH:22][CH:21]=4)[C:11]3=[O:27])=[CH:9][C:4]=2[O:3][CH2:2]1.FC(F)(F)C(O)=O.C([SiH](CC)CC)C, predict the reaction product. The product is: [O:1]1[C:5]2[CH:6]=[CH:7][C:8]([CH:10]3[C:18]4[C:13](=[CH:14][CH:15]=[CH:16][CH:17]=4)[N:12]([CH2:19][C:20]4[CH:25]=[CH:24][C:23]([Cl:26])=[CH:22][CH:21]=4)[C:11]3=[O:27])=[CH:9][C:4]=2[O:3][CH2:2]1. (3) Given the reactants Br[C:2]1[CH:17]=[CH:16][C:5]([NH:6][CH2:7][C:8]2[CH:13]=[CH:12][C:11]([O:14][CH3:15])=[CH:10][CH:9]=2)=[C:4]([Cl:18])[C:3]=1[Cl:19].[NH:20]1[CH2:25][CH2:24][NH:23][CH2:22][CH2:21]1.CC(C)([O-])C.[Na+], predict the reaction product. The product is: [Cl:18][C:4]1[C:3]([Cl:19])=[C:2]([N:20]2[CH2:25][CH2:24][NH:23][CH2:22][CH2:21]2)[CH:17]=[CH:16][C:5]=1[NH:6][CH2:7][C:8]1[CH:13]=[CH:12][C:11]([O:14][CH3:15])=[CH:10][CH:9]=1. (4) Given the reactants [Cl:1][C:2]1[CH:7]=[CH:6][C:5]([S:8]([N:11]([CH2:19][C:20]2[CH:28]=[CH:27][C:23]([C:24]([OH:26])=O)=[CH:22][CH:21]=2)[CH2:12][C:13]2[CH:18]=[CH:17][CH:16]=[CH:15][N:14]=2)(=[O:10])=[O:9])=[CH:4][CH:3]=1.[C:29]1([C:35]2([NH2:38])[CH2:37][CH2:36]2)[CH:34]=[CH:33][CH:32]=[CH:31][CH:30]=1, predict the reaction product. The product is: [Cl:1][C:2]1[CH:7]=[CH:6][C:5]([S:8]([N:11]([CH2:19][C:20]2[CH:28]=[CH:27][C:23]([C:24]([NH:38][C:35]3([C:29]4[CH:34]=[CH:33][CH:32]=[CH:31][CH:30]=4)[CH2:37][CH2:36]3)=[O:26])=[CH:22][CH:21]=2)[CH2:12][C:13]2[CH:18]=[CH:17][CH:16]=[CH:15][N:14]=2)(=[O:10])=[O:9])=[CH:4][CH:3]=1.